This data is from Forward reaction prediction with 1.9M reactions from USPTO patents (1976-2016). The task is: Predict the product of the given reaction. (1) Given the reactants [C:1]1([C@@H:7]2[CH2:9][C@H:8]2[C:10](Cl)=[O:11])[CH:6]=[CH:5][CH:4]=[CH:3][CH:2]=1.[C:13]([N:17]1[CH2:22][CH2:21][NH:20][CH2:19][CH2:18]1)([CH3:16])([CH3:15])[CH3:14], predict the reaction product. The product is: [C:13]([N:17]1[CH2:22][CH2:21][N:20]([C:10]([C@@H:8]2[CH2:9][C@H:7]2[C:1]2[CH:6]=[CH:5][CH:4]=[CH:3][CH:2]=2)=[O:11])[CH2:19][CH2:18]1)([CH3:16])([CH3:15])[CH3:14]. (2) The product is: [F:62][C:24]([F:23])([F:63])[C:25]1[CH:26]=[C:27]([CH:55]=[C:56]([C:58]([F:61])([F:60])[F:59])[CH:57]=1)[CH2:28][N:29]1[C:33]([N:34]2[CH:38]=[CH:37][N:36]=[CH:35]2)=[C:32]([C:39](=[O:40])[CH:41]([C:45](=[O:44])[C:46]2[CH:51]=[CH:50][CH:49]=[CH:48][C:47]=2[Cl:52])[C:42]#[N:43])[N:31]=[N:30]1. Given the reactants CC(OI1(OC(C)=O)(OC(C)=O)OC(=O)C2C=CC=CC1=2)=O.[F:23][C:24]([F:63])([F:62])[C:25]1[CH:26]=[C:27]([CH:55]=[C:56]([C:58]([F:61])([F:60])[F:59])[CH:57]=1)[CH2:28][N:29]1[C:33]([N:34]2[CH:38]=[CH:37][N:36]=[CH:35]2)=[C:32]([C:39]([C:41]2[C:42](CO)=[N:43][O:44][C:45]=2[C:46]2[CH:51]=[CH:50][CH:49]=[CH:48][C:47]=2[Cl:52])=[O:40])[N:31]=[N:30]1, predict the reaction product. (3) Given the reactants F[C:2]1[N:7]2[CH:8]=[C:9]([CH2:11][N:12]([CH:23]([CH3:25])[CH3:24])[CH:13]3[C:22]4[N:21]=[CH:20][CH:19]=[CH:18][C:17]=4[CH2:16][CH2:15][CH2:14]3)[N:10]=[C:6]2[CH:5]=[CH:4][CH:3]=1.[CH3:26][N:27]1[CH2:32][CH2:31][NH:30][CH2:29][CH2:28]1, predict the reaction product. The product is: [CH3:24][CH:23]([N:12]([CH2:11][C:9]1[N:10]=[C:6]2[CH:5]=[CH:4][CH:3]=[C:2]([N:30]3[CH2:31][CH2:32][N:27]([CH3:26])[CH2:28][CH2:29]3)[N:7]2[CH:8]=1)[CH:13]1[C:22]2[N:21]=[CH:20][CH:19]=[CH:18][C:17]=2[CH2:16][CH2:15][CH2:14]1)[CH3:25].